From a dataset of Catalyst prediction with 721,799 reactions and 888 catalyst types from USPTO. Predict which catalyst facilitates the given reaction. (1) Reactant: C([O:8][C:9]1[C:18]2[C:13](=[C:14]([CH:23]=[O:24])[CH:15]=[C:16]([CH:19]([CH2:21][CH3:22])[CH3:20])[CH:17]=2)[N:12]=[C:11]([CH3:25])[C:10]=1[CH3:26])C1C=CC=CC=1.C(=O)([O-])O.[Na+]. Product: [OH:8][C:9]1[C:18]2[C:13](=[C:14]([CH:23]=[O:24])[CH:15]=[C:16]([CH:19]([CH2:21][CH3:22])[CH3:20])[CH:17]=2)[N:12]=[C:11]([CH3:25])[C:10]=1[CH3:26]. The catalyst class is: 65. (2) Reactant: O=[C:2]1[CH2:6][CH2:5][CH2:4][CH:3]1[C:7]#[N:8].[CH3:9][NH:10][NH2:11]. Product: [CH3:9][N:10]1[C:7]([NH2:8])=[C:3]2[CH2:4][CH2:5][CH2:6][C:2]2=[N:11]1. The catalyst class is: 8. (3) Reactant: [Cl:1][C:2]1[CH:8]=[CH:7][C:5]([NH2:6])=[CH:4][CH:3]=1.[CH:9]([CH:12]([C:18](OCC)=[O:19])[C:13](OCC)=[O:14])([CH3:11])[CH3:10]. Product: [Cl:1][C:2]1[CH:8]=[C:7]2[C:5](=[CH:4][CH:3]=1)[NH:6][C:13](=[O:14])[C:12]([CH:9]([CH3:11])[CH3:10])=[C:18]2[OH:19]. The catalyst class is: 16. (4) Reactant: Br[C:2]1[CH:3]=[C:4]([CH:9]=[CH:10][CH2:11][CH2:12][N:13]2[C:21](=[O:22])[C:20]3[C:15](=[CH:16][CH:17]=[CH:18][CH:19]=3)[C:14]2=[O:23])[CH:5]=[C:6]([OH:8])[CH:7]=1.O.C(OCC)(=O)C. Product: [OH:8][C:6]1[CH:5]=[C:4]([CH2:9][CH2:10][CH2:11][CH2:12][N:13]2[C:21](=[O:22])[C:20]3[C:15](=[CH:16][CH:17]=[CH:18][CH:19]=3)[C:14]2=[O:23])[CH:3]=[CH:2][CH:7]=1. The catalyst class is: 19. (5) Reactant: [H-].[Al+3].[Li+].[H-].[H-].[H-].FC1C=C(C=CC=1)C[O:12][C:13](=O)[C:14]1[C:15](=[CH:27][C:28]([O:31][CH2:32][C:33]2[CH:38]=[CH:37][CH:36]=[C:35]([F:39])[CH:34]=2)=[CH:29][CH:30]=1)[C:16](OCC1C=CC=C(F)C=1)=[O:17].O.S(=O)(=O)(O)O. Product: [F:39][C:35]1[CH:34]=[C:33]([CH:38]=[CH:37][CH:36]=1)[CH2:32][O:31][C:28]1[CH:29]=[CH:30][C:14]([CH2:13][OH:12])=[C:15]([CH2:16][OH:17])[CH:27]=1. The catalyst class is: 27. (6) Reactant: [CH3:1][C:2]([CH3:22])([CH3:21])[CH2:3][CH2:4][C:5]1[CH:6]=[C:7]([C:12]2[CH:17]=[C:16]([O:18][CH3:19])[CH:15]=[CH:14][C:13]=2[F:20])[CH:8]=[CH:9][C:10]=1[OH:11].C1(P(C2C=CC=CC=2)C2C=CC=CC=2)C=CC=CC=1.[CH:42]1([CH:45]([C:52]2[CH:57]=[CH:56][CH:55]=[C:54]([CH2:58]O)[CH:53]=2)[CH2:46][C:47]([O:49][CH2:50][CH3:51])=[O:48])[CH2:44][CH2:43]1.N(C(OCC)=O)=NC(OCC)=O. Product: [CH:42]1([CH:45]([C:52]2[CH:57]=[CH:56][CH:55]=[C:54]([CH2:58][O:11][C:10]3[CH:9]=[CH:8][C:7]([C:12]4[CH:17]=[C:16]([O:18][CH3:19])[CH:15]=[CH:14][C:13]=4[F:20])=[CH:6][C:5]=3[CH2:4][CH2:3][C:2]([CH3:22])([CH3:21])[CH3:1])[CH:53]=2)[CH2:46][C:47]([O:49][CH2:50][CH3:51])=[O:48])[CH2:44][CH2:43]1. The catalyst class is: 182. (7) Reactant: [F-:1].C([N+](CCCC)(CCCC)CCCC)CCC.[Br:19][C:20]1[C:27]([O:28][CH3:29])=[C:26]([O:30][CH3:31])[CH:25]=[C:24]([N+]([O-])=O)[C:21]=1[C:22]#[N:23]. Product: [Br:19][C:20]1[C:27]([O:28][CH3:29])=[C:26]([O:30][CH3:31])[CH:25]=[C:24]([F:1])[C:21]=1[C:22]#[N:23]. The catalyst class is: 13.